From a dataset of Forward reaction prediction with 1.9M reactions from USPTO patents (1976-2016). Predict the product of the given reaction. (1) Given the reactants [NH2:1][C:2]1[CH:7]=[CH:6][CH:5]=[CH:4][C:3]=1[S:8][CH2:9][C@H:10]([NH:14][C:15]([O:17][C:18]([CH3:21])([CH3:20])[CH3:19])=[O:16])[C:11](O)=[O:12].Cl.C(N=C=NCCCN(C)C)C.CN1CCOCC1, predict the reaction product. The product is: [C:18]([O:17][C:15](=[O:16])[NH:14][C@H:10]1[CH2:9][S:8][C:3]2[CH:4]=[CH:5][CH:6]=[CH:7][C:2]=2[NH:1][C:11]1=[O:12])([CH3:21])([CH3:20])[CH3:19]. (2) Given the reactants [CH3:1][O:2][C:3]1[CH:8]=[CH:7][C:6]([C:9]2[N:13]([C:14]3[CH:21]=[CH:20][C:17]([C:18]#[N:19])=[CH:16][CH:15]=3)[N:12]=[C:11]([C:22]([F:25])([F:24])[F:23])[CH:10]=2)=[CH:5][CH:4]=1.[ClH:26], predict the reaction product. The product is: [ClH:26].[CH3:1][O:2][C:3]1[CH:4]=[CH:5][C:6]([C:9]2[N:13]([C:14]3[CH:21]=[CH:20][C:17]([CH2:18][NH2:19])=[CH:16][CH:15]=3)[N:12]=[C:11]([C:22]([F:25])([F:23])[F:24])[CH:10]=2)=[CH:7][CH:8]=1. (3) Given the reactants [CH:1](OCC)(OCC)OCC.[NH2:11][C:12]1[CH:13]=[N:14][C:15]2[C:20]([C:21]=1[NH:22][CH2:23][CH2:24][NH:25][C:26](=[O:32])[O:27][C:28]([CH3:31])([CH3:30])[CH3:29])=[CH:19][CH:18]=[CH:17][CH:16]=2, predict the reaction product. The product is: [N:22]1([CH2:23][CH2:24][NH:25][C:26](=[O:32])[O:27][C:28]([CH3:29])([CH3:31])[CH3:30])[C:21]2[C:20]3[CH:19]=[CH:18][CH:17]=[CH:16][C:15]=3[N:14]=[CH:13][C:12]=2[N:11]=[CH:1]1. (4) Given the reactants O.[OH-].[Li+].[F:4][C:5]1[CH:6]=[C:7]([C:11]2[N:16]=[CH:15][C:14]([C:17]([NH:19][CH:20]3[CH2:25][CH2:24][CH2:23][C:22]([CH3:31])([C:26]([O:28]CC)=[O:27])[CH2:21]3)=[O:18])=[CH:13][CH:12]=2)[CH:8]=[CH:9][CH:10]=1, predict the reaction product. The product is: [F:4][C:5]1[CH:6]=[C:7]([C:11]2[N:16]=[CH:15][C:14]([C:17]([NH:19][C@@H:20]3[CH2:25][CH2:24][CH2:23][C@:22]([CH3:31])([C:26]([OH:28])=[O:27])[CH2:21]3)=[O:18])=[CH:13][CH:12]=2)[CH:8]=[CH:9][CH:10]=1. (5) The product is: [Br:10][C:11]1[CH:16]=[CH:15][CH:14]=[CH:13][C:12]=1[S:9][C:3]1[CH:4]=[CH:5][C:6](/[CH:19]=[CH:20]/[C:21]([N:54]2[CH2:53][CH2:52][CH:51]([N:50]3[C:49]4[CH:57]=[CH:58][CH:59]=[CH:60][C:48]=4[NH:47][C:46]3=[O:45])[CH2:56][CH2:55]2)=[O:22])=[CH:7][C:2]=1[Cl:1]. Given the reactants [Cl:1][C:2]1[CH:7]=[C:6](Cl)[CH:5]=[CH:4][C:3]=1[SH:9].[Br:10][C:11]1[CH:16]=[CH:15][CH:14]=[CH:13][C:12]=1S.Cl[C:19]1C=CC=C[C:20]=1[CH:21]=[O:22].ClC1C=C(C=CC=1F)C=O.NCCCCCCO.[O:45]=[C:46]1[N:50]([CH:51]2[CH2:56][CH2:55][NH:54][CH2:53][CH2:52]2)[C:49]2[CH:57]=[CH:58][CH:59]=[CH:60][C:48]=2[NH:47]1, predict the reaction product. (6) Given the reactants CC1C=CC(S(O[CH2:12][CH:13]2[CH2:17][C:16]3[CH:18]=[CH:19][CH:20]=[C:21]([C:22]4[CH:27]=[CH:26][CH:25]=[C:24]([F:28])[C:23]=4[F:29])[C:15]=3[O:14]2)(=O)=O)=CC=1.[CH3:30][NH2:31], predict the reaction product. The product is: [CH3:30][NH:31][CH2:12][CH:13]1[CH2:17][C:16]2[CH:18]=[CH:19][CH:20]=[C:21]([C:22]3[CH:27]=[CH:26][CH:25]=[C:24]([F:28])[C:23]=3[F:29])[C:15]=2[O:14]1. (7) Given the reactants [Cl:1][C:2]1[N:11]=[C:10]2[C:5]([CH2:6][CH2:7][CH2:8][NH:9]2)=[CH:4][CH:3]=1.[CH3:12][C:13]([O:16][C:17](O[C:17]([O:16][C:13]([CH3:15])([CH3:14])[CH3:12])=[O:18])=[O:18])([CH3:15])[CH3:14].O, predict the reaction product. The product is: [Cl:1][C:2]1[N:11]=[C:10]2[C:5]([CH2:6][CH2:7][CH2:8][N:9]2[C:17]([O:16][C:13]([CH3:15])([CH3:14])[CH3:12])=[O:18])=[CH:4][CH:3]=1. (8) Given the reactants I[C:2]1[C:7]([O:8][CH3:9])=[CH:6][CH:5]=[CH:4][C:3]=1[O:10][CH3:11].[Li]CCCC.[C:17]([S:21]([N:23]=[CH:24][CH2:25][CH:26]([CH3:32])[C:27]([O:29][CH2:30][CH3:31])=[O:28])=[O:22])([CH3:20])([CH3:19])[CH3:18].[NH4+].[Cl-], predict the reaction product. The product is: [CH3:11][O:10][C:3]1[CH:4]=[CH:5][CH:6]=[C:7]([O:8][CH3:9])[C:2]=1[CH:24]([NH:23][S:21]([C:17]([CH3:19])([CH3:18])[CH3:20])=[O:22])[CH2:25][CH:26]([CH3:32])[C:27]([O:29][CH2:30][CH3:31])=[O:28].